Task: Predict the reaction yield, written as a fraction of the theoretical maximum amount of product (1.0 means a 100% yield; for example, 0.34 means a 34% yield).. Dataset: Reaction yield outcomes from USPTO patents with 853,638 reactions (1) The reactants are COC[O:4][C:5]1[CH:10]=[C:9]([O:11]COC)[CH:8]=[CH:7][C:6]=1[C:15]1[CH2:20][CH2:19][CH2:18][C:17](=[N:21][OH:22])[CH:16]=1. The catalyst is CO. The product is [OH:4][C:5]1[CH:10]=[C:9]([OH:11])[CH:8]=[CH:7][C:6]=1[C:15]1[CH2:20][CH2:19][CH2:18][C:17](=[N:21][OH:22])[CH:16]=1. The yield is 0.810. (2) The reactants are [Br:1][C:2]1[CH:3]=[C:4]2[C:9](=[C:10]([F:12])[CH:11]=1)[C:8](=[O:13])[NH:7][CH2:6][CH2:5]2.[CH3:14][C:15]([O:18][C:19](O[C:19]([O:18][C:15]([CH3:17])([CH3:16])[CH3:14])=[O:20])=[O:20])([CH3:17])[CH3:16]. The product is [Br:1][C:2]1[CH:3]=[C:4]2[C:9](=[C:10]([F:12])[CH:11]=1)[C:8](=[O:13])[N:7]([C:19]([O:18][C:15]([CH3:17])([CH3:16])[CH3:14])=[O:20])[CH2:6][CH2:5]2. The yield is 1.06. The catalyst is CC#N.CN(C1C=CN=CC=1)C. (3) The catalyst is C(O)(=O)C. The yield is 0.710. The reactants are [C:1]([C:4]1[C:5]([Cl:17])=[C:6]2[C:11](=[C:12]([Cl:14])[CH:13]=1)S[CH2:9][CH2:8][C:7]2([CH3:16])[CH3:15])(=[O:3])[CH3:2].OO.[S:20]([O-:23])(O)=[O:21].[Na+]. The product is [C:1]([C:4]1[C:5]([Cl:17])=[C:6]2[C:11](=[C:12]([Cl:14])[CH:13]=1)[S:20](=[O:23])(=[O:21])[CH2:9][CH2:8][C:7]2([CH3:16])[CH3:15])(=[O:3])[CH3:2]. (4) The reactants are [Br:1][C:2]1[CH:9]=[C:8]([F:10])[C:5]([CH2:6][OH:7])=[C:4]([F:11])[CH:3]=1.C(N(CC)CC)C. The catalyst is C(Cl)Cl.CS(C)=O.CCOCC. The product is [Br:1][C:2]1[CH:3]=[C:4]([F:11])[C:5]([CH:6]=[O:7])=[C:8]([F:10])[CH:9]=1. The yield is 0.840. (5) The reactants are [OH:1][C:2]1[CH:7]=[C:6]([OH:8])[CH:5]=[C:4]([OH:9])[C:3]=1[C:10](=[O:12])[CH3:11].C(=O)([O-])[O-].[K+].[K+].[CH2:19](Cl)[C:20]1[CH:25]=[CH:24][CH:23]=[CH:22][CH:21]=1. The catalyst is CN(C)P(N(C)C)(N(C)C)=O. The product is [CH2:19]([O:8][C:6]1[CH:7]=[C:2]([O:1][CH2:10][C:3]2[CH:4]=[CH:5][CH:6]=[CH:7][CH:2]=2)[C:3]([C:10](=[O:12])[CH3:11])=[C:4]([OH:9])[CH:5]=1)[C:20]1[CH:25]=[CH:24][CH:23]=[CH:22][CH:21]=1. The yield is 0.665. (6) The reactants are [Cl:1][C:2]1[C:3]([F:9])=[C:4]([CH:6]=[CH:7][CH:8]=1)[NH2:5].Br[CH:11]([C:13]1[CH:14]=[C:15]([C:30]([O:32][CH3:33])=[O:31])[CH:16]=[C:17]2[C:22]=1[O:21][C:20]([N:23]1[CH2:28][CH2:27][O:26][CH2:25][CH2:24]1)=[CH:19][C:18]2=[O:29])[CH3:12]. The catalyst is C(Cl)Cl. The product is [Cl:1][C:2]1[C:3]([F:9])=[C:4]([NH:5][CH:11]([C:13]2[CH:14]=[C:15]([C:30]([O:32][CH3:33])=[O:31])[CH:16]=[C:17]3[C:22]=2[O:21][C:20]([N:23]2[CH2:28][CH2:27][O:26][CH2:25][CH2:24]2)=[CH:19][C:18]3=[O:29])[CH3:12])[CH:6]=[CH:7][CH:8]=1. The yield is 0.820.